This data is from Catalyst prediction with 721,799 reactions and 888 catalyst types from USPTO. The task is: Predict which catalyst facilitates the given reaction. (1) Reactant: [C:1]([N:4]1[C:13]2[C:8](=[CH:9][C:10]([C:14]3[CH:24]=[CH:23][C:17]([C:18]([O:20][CH2:21][CH3:22])=[O:19])=[CH:16][N:15]=3)=[CH:11][CH:12]=2)[C@H:7]([NH:25][C:26]2[CH:31]=[CH:30][C:29](N)=[CH:28][N:27]=2)[CH2:6][C@@H:5]1[CH3:33])(=[O:3])[CH3:2].N(OCCC(C)C)=O. Product: [C:1]([N:4]1[C:13]2[C:8](=[CH:9][C:10]([C:14]3[CH:24]=[CH:23][C:17]([C:18]([O:20][CH2:21][CH3:22])=[O:19])=[CH:16][N:15]=3)=[CH:11][CH:12]=2)[C@H:7]([NH:25][C:26]2[CH:31]=[CH:30][CH:29]=[CH:28][N:27]=2)[CH2:6][C@@H:5]1[CH3:33])(=[O:3])[CH3:2]. The catalyst class is: 8. (2) Reactant: [C:1]([O:4][CH2:5][CH2:6]Br)(=[O:3])[CH3:2].[CH3:8][CH:9]1[C:17]2[C:12](=[CH:13][C:14]([NH:18][C:19](=O)[C:20]3[CH:25]=[CH:24][CH:23]=[CH:22][CH:21]=3)=[CH:15][CH:16]=2)[C:11](=[O:27])[CH2:10]1.C(=O)([O-])[O-].[K+].[K+]. Product: [CH2:5]([O:4][C:1](=[O:3])[CH2:2][N:18]([CH2:19][C:20]1[CH:25]=[CH:24][CH:23]=[CH:22][CH:21]=1)[C:14]1[CH:13]=[C:12]2[C:17](=[CH:16][CH:15]=1)[CH:9]([CH3:8])[CH2:10][C:11]2=[O:27])[CH3:6]. The catalyst class is: 10.